Dataset: Kir2.1 potassium channel HTS with 301,493 compounds. Task: Binary Classification. Given a drug SMILES string, predict its activity (active/inactive) in a high-throughput screening assay against a specified biological target. (1) The molecule is S(C(c1ccccc1)C(=O)Nc1cc(ccc1)C(F)(F)F)c1ncnc2c1cccc2. The result is 0 (inactive). (2) The drug is S(=O)(=O)(Nc1nc2c(nc1Nc1cc(OC)ccc1)cccc2)c1sccc1. The result is 0 (inactive). (3) The drug is O=C1N(CC(=O)N2C1Cc1c([nH]c3c1cccc3)C2)CCCCCC. The result is 0 (inactive).